This data is from Forward reaction prediction with 1.9M reactions from USPTO patents (1976-2016). The task is: Predict the product of the given reaction. (1) The product is: [CH2:55]([O:54][C:52](=[O:53])[CH2:51][C:2]1[C:10]2[O:9][CH:8]=[CH:7][C:6]=2[C:5]([O:11][CH2:12][CH2:13][O:14][CH:15]2[CH2:20][CH2:19][CH2:18][CH2:17][O:16]2)=[CH:4][CH:3]=1)[CH3:56]. Given the reactants Br[C:2]1[C:10]2[O:9][CH:8]=[CH:7][C:6]=2[C:5]([O:11][CH2:12][CH2:13][O:14][CH:15]2[CH2:20][CH2:19][CH2:18][CH2:17][O:16]2)=[CH:4][CH:3]=1.C1(P(C2CCCCC2)C2(N(C)C)CC=CC=C2C2C=CC=CC=2)CCCCC1.Br[Zn][CH2:51][C:52]([O:54][CH2:55][CH3:56])=[O:53], predict the reaction product. (2) Given the reactants [CH3:1][O:2][C:3]1[CH:8]=[CH:7][C:6]([C:9]2[O:10][C:11]3[C:16]([C:17](=S)[CH:18]=2)=[CH:15][CH:14]=[C:13]([O:20][CH2:21][CH2:22][CH2:23][N:24]2[CH2:29][CH2:28][O:27][CH2:26][CH2:25]2)[CH:12]=3)=[CH:5][CH:4]=1.Cl.[NH2:31][OH:32], predict the reaction product. The product is: [CH3:1][O:2][C:3]1[CH:8]=[CH:7][C:6]([C:9]2[O:10][C:11]3[C:16]([C:17](=[N:31][OH:32])[CH:18]=2)=[CH:15][CH:14]=[C:13]([O:20][CH2:21][CH2:22][CH2:23][N:24]2[CH2:29][CH2:28][O:27][CH2:26][CH2:25]2)[CH:12]=3)=[CH:5][CH:4]=1. (3) Given the reactants [Br-].[OH:2][C:3]1[CH:28]=[CH:27][CH:26]=[CH:25][C:4]=1[CH2:5][P+](C1C=CC=CC=1)(C1C=CC=CC=1)C1C=CC=CC=1.CCN(CC)CC.[C:36](O[C:36]([O:38][C:39]([CH3:42])([CH3:41])[CH3:40])=[O:37])([O:38][C:39]([CH3:42])([CH3:41])[CH3:40])=[O:37], predict the reaction product. The product is: [OH:2][C:3]1[CH:28]=[CH:27][CH:26]=[CH:25][C:4]=1[CH2:5][C:36]([O:38][C:39]([CH3:42])([CH3:41])[CH3:40])=[O:37]. (4) Given the reactants O=[C:2]1[CH2:7][CH2:6][N:5]([C:8]([O:10][C:11]([CH3:14])([CH3:13])[CH3:12])=[O:9])[CH2:4][CH2:3]1.[NH:15]1[CH2:20][CH2:19][O:18][CH2:17][CH2:16]1, predict the reaction product. The product is: [O:18]1[CH2:19][CH2:20][N:15]([C:2]2[CH2:7][CH2:6][N:5]([C:8]([O:10][C:11]([CH3:14])([CH3:13])[CH3:12])=[O:9])[CH2:4][CH:3]=2)[CH2:16][CH2:17]1. (5) Given the reactants Cl.[NH:2]1[CH2:8][CH2:7][CH:6]=[CH:5][CH2:4][CH2:3]1.Cl[C:10]1[C:14]([N+:15]([O-:17])=[O:16])=[CH:13][N:12]([CH3:18])[N:11]=1.[F-].[K+].O, predict the reaction product. The product is: [CH3:18][N:12]1[CH:13]=[C:14]([N+:15]([O-:17])=[O:16])[C:10]([N:2]2[CH2:8][CH2:7][CH:6]=[CH:5][CH2:4][CH2:3]2)=[N:11]1.